This data is from Full USPTO retrosynthesis dataset with 1.9M reactions from patents (1976-2016). The task is: Predict the reactants needed to synthesize the given product. Given the product [C:20]([O:19][C:17]([N:4]1[C:3]([NH2:14])=[C:2]([F:1])[C:6]([C:7]2[CH:8]=[N:9][C:10]([CH3:13])=[CH:11][CH:12]=2)=[N:5]1)=[O:18])([CH3:23])([CH3:22])[CH3:21], predict the reactants needed to synthesize it. The reactants are: [F:1][C:2]1[C:6]([C:7]2[CH:8]=[N:9][C:10]([CH3:13])=[CH:11][CH:12]=2)=[N:5][NH:4][C:3]=1[NH2:14].[OH-].[K+].[C:17](O[C:17]([O:19][C:20]([CH3:23])([CH3:22])[CH3:21])=[O:18])([O:19][C:20]([CH3:23])([CH3:22])[CH3:21])=[O:18].